This data is from NCI-60 drug combinations with 297,098 pairs across 59 cell lines. The task is: Regression. Given two drug SMILES strings and cell line genomic features, predict the synergy score measuring deviation from expected non-interaction effect. (1) Drug 1: CC1=C(C(=O)C2=C(C1=O)N3CC4C(C3(C2COC(=O)N)OC)N4)N. Drug 2: C1CNP(=O)(OC1)N(CCCl)CCCl. Cell line: HCC-2998. Synergy scores: CSS=36.4, Synergy_ZIP=-0.978, Synergy_Bliss=-5.94, Synergy_Loewe=-65.5, Synergy_HSA=-8.17. (2) Cell line: SF-268. Drug 2: CC1CCC2CC(C(=CC=CC=CC(CC(C(=O)C(C(C(=CC(C(=O)CC(OC(=O)C3CCCCN3C(=O)C(=O)C1(O2)O)C(C)CC4CCC(C(C4)OC)O)C)C)O)OC)C)C)C)OC. Drug 1: CCC1(CC2CC(C3=C(CCN(C2)C1)C4=CC=CC=C4N3)(C5=C(C=C6C(=C5)C78CCN9C7C(C=CC9)(C(C(C8N6C)(C(=O)OC)O)OC(=O)C)CC)OC)C(=O)OC)O.OS(=O)(=O)O. Synergy scores: CSS=-0.402, Synergy_ZIP=1.13, Synergy_Bliss=2.66, Synergy_Loewe=-1.09, Synergy_HSA=-0.512. (3) Drug 1: CC1=CC2C(CCC3(C2CCC3(C(=O)C)OC(=O)C)C)C4(C1=CC(=O)CC4)C. Cell line: HOP-62. Drug 2: C1=CC=C(C=C1)NC(=O)CCCCCCC(=O)NO. Synergy scores: CSS=12.5, Synergy_ZIP=-1.11, Synergy_Bliss=0.348, Synergy_Loewe=-13.1, Synergy_HSA=-5.01. (4) Drug 1: C1C(C(OC1N2C=NC3=C2NC=NCC3O)CO)O. Drug 2: C(CCl)NC(=O)N(CCCl)N=O. Cell line: HS 578T. Synergy scores: CSS=-1.69, Synergy_ZIP=0.0504, Synergy_Bliss=-1.78, Synergy_Loewe=-6.29, Synergy_HSA=-5.87. (5) Drug 1: CN(C)N=NC1=C(NC=N1)C(=O)N. Drug 2: CC1=C(C=C(C=C1)NC(=O)C2=CC=C(C=C2)CN3CCN(CC3)C)NC4=NC=CC(=N4)C5=CN=CC=C5. Cell line: TK-10. Synergy scores: CSS=-3.63, Synergy_ZIP=8.25, Synergy_Bliss=2.22, Synergy_Loewe=-3.12, Synergy_HSA=-2.41. (6) Drug 1: C1=CN(C(=O)N=C1N)C2C(C(C(O2)CO)O)O.Cl. Drug 2: B(C(CC(C)C)NC(=O)C(CC1=CC=CC=C1)NC(=O)C2=NC=CN=C2)(O)O. Cell line: SF-295. Synergy scores: CSS=21.9, Synergy_ZIP=-5.41, Synergy_Bliss=-5.65, Synergy_Loewe=-29.9, Synergy_HSA=-5.04. (7) Drug 1: CC1=C(C=C(C=C1)NC(=O)C2=CC=C(C=C2)CN3CCN(CC3)C)NC4=NC=CC(=N4)C5=CN=CC=C5. Drug 2: N.N.Cl[Pt+2]Cl. Cell line: TK-10. Synergy scores: CSS=14.2, Synergy_ZIP=-5.80, Synergy_Bliss=2.61, Synergy_Loewe=-3.84, Synergy_HSA=0.999. (8) Drug 1: C1CN1P(=S)(N2CC2)N3CC3. Drug 2: C1=NC2=C(N=C(N=C2N1C3C(C(C(O3)CO)O)O)F)N. Cell line: MALME-3M. Synergy scores: CSS=16.4, Synergy_ZIP=-3.64, Synergy_Bliss=1.71, Synergy_Loewe=1.72, Synergy_HSA=2.77. (9) Drug 1: CC1=C2C(C(=O)C3(C(CC4C(C3C(C(C2(C)C)(CC1OC(=O)C(C(C5=CC=CC=C5)NC(=O)OC(C)(C)C)O)O)OC(=O)C6=CC=CC=C6)(CO4)OC(=O)C)O)C)O. Drug 2: N.N.Cl[Pt+2]Cl. Cell line: SF-295. Synergy scores: CSS=26.3, Synergy_ZIP=-1.87, Synergy_Bliss=-1.85, Synergy_Loewe=-2.71, Synergy_HSA=-2.50. (10) Drug 1: CC12CCC3C(C1CCC2O)C(CC4=C3C=CC(=C4)O)CCCCCCCCCS(=O)CCCC(C(F)(F)F)(F)F. Drug 2: C1=NC2=C(N1)C(=S)N=CN2. Cell line: OVCAR-4. Synergy scores: CSS=22.1, Synergy_ZIP=1.23, Synergy_Bliss=1.92, Synergy_Loewe=-37.8, Synergy_HSA=-0.258.